Dataset: Peptide-MHC class I binding affinity with 185,985 pairs from IEDB/IMGT. Task: Regression. Given a peptide amino acid sequence and an MHC pseudo amino acid sequence, predict their binding affinity value. This is MHC class I binding data. (1) The peptide sequence is WMSPTYQSW. The MHC is HLA-B57:01 with pseudo-sequence HLA-B57:01. The binding affinity (normalized) is 0.617. (2) The peptide sequence is GSFQEFRSNH. The binding affinity (normalized) is 0.322. The MHC is HLA-A31:01 with pseudo-sequence HLA-A31:01. (3) The peptide sequence is VYQFKSVEF. The MHC is HLA-A24:02 with pseudo-sequence HLA-A24:02. The binding affinity (normalized) is 0.733. (4) The peptide sequence is VLLKTALLIV. The MHC is HLA-A02:06 with pseudo-sequence HLA-A02:06. The binding affinity (normalized) is 0.666. (5) The peptide sequence is RAMAWTVVNSI. The MHC is HLA-A02:06 with pseudo-sequence HLA-A02:06. The binding affinity (normalized) is 0.169. (6) The peptide sequence is VQKVNPAPK. The MHC is HLA-A02:03 with pseudo-sequence HLA-A02:03. The binding affinity (normalized) is 0.0847. (7) The peptide sequence is RMLPKLAEF. The MHC is HLA-A26:01 with pseudo-sequence HLA-A26:01. The binding affinity (normalized) is 0.0847.